This data is from Peptide-MHC class I binding affinity with 185,985 pairs from IEDB/IMGT. The task is: Regression. Given a peptide amino acid sequence and an MHC pseudo amino acid sequence, predict their binding affinity value. This is MHC class I binding data. (1) The peptide sequence is EDIDSVETL. The MHC is HLA-B40:01 with pseudo-sequence HLA-B40:01. The binding affinity (normalized) is 0.303. (2) The peptide sequence is LPKEACMEI. The MHC is HLA-B54:01 with pseudo-sequence HLA-B54:01. The binding affinity (normalized) is 0.490. (3) The peptide sequence is EYAPFARLL. The MHC is HLA-B08:01 with pseudo-sequence HLA-B08:01. The binding affinity (normalized) is 0. (4) The peptide sequence is DEQEFFYSQ. The MHC is HLA-B57:01 with pseudo-sequence HLA-B57:01. The binding affinity (normalized) is 0.0847. (5) The peptide sequence is GSEVPGFCH. The MHC is HLA-A24:03 with pseudo-sequence HLA-A24:03. The binding affinity (normalized) is 0.0847. (6) The peptide sequence is EECDSELEI. The MHC is HLA-A11:01 with pseudo-sequence HLA-A11:01. The binding affinity (normalized) is 0.213.